From a dataset of Peptide-MHC class I binding affinity with 185,985 pairs from IEDB/IMGT. Regression. Given a peptide amino acid sequence and an MHC pseudo amino acid sequence, predict their binding affinity value. This is MHC class I binding data. (1) The peptide sequence is VHAVYDSML. The MHC is HLA-B08:01 with pseudo-sequence HLA-B08:01. The binding affinity (normalized) is 0.213. (2) The peptide sequence is AITDNGPMPY. The MHC is HLA-A31:01 with pseudo-sequence HLA-A31:01. The binding affinity (normalized) is 0.